From a dataset of Catalyst prediction with 721,799 reactions and 888 catalyst types from USPTO. Predict which catalyst facilitates the given reaction. (1) Reactant: [NH2:1][C:2]1[C:7]([OH:8])=[CH:6][CH:5]=[C:4](C)[CH:3]=1.[CH2:10](N(CC)CC)C.[Cl:17][C:18]1[CH:26]=[CH:25][C:24]([N+:27]([O-:29])=[O:28])=[CH:23][C:19]=1[C:20](Cl)=[O:21]. Product: [OH:8][C:7]1[CH:6]=[C:5]([CH3:10])[CH:4]=[CH:3][C:2]=1[NH:1][C:20](=[O:21])[C:19]1[CH:23]=[C:24]([N+:27]([O-:29])=[O:28])[CH:25]=[CH:26][C:18]=1[Cl:17]. The catalyst class is: 7. (2) Reactant: [CH3:1][O:2][C:3]1[CH:4]=[C:5]2[C:10](=[CH:11][C:12]=1[O:13][CH3:14])[N:9]=[CH:8][CH:7]=[C:6]2[O:15][C:16]1[CH:22]=[CH:21][C:19]([NH2:20])=[C:18]([F:23])[CH:17]=1.C(N(CC)CC)C.ClC(Cl)(O[C:35](=[O:41])OC(Cl)(Cl)Cl)Cl.[NH2:43][C:44]1[S:45][C:46]([S:49][CH2:50][CH3:51])=[N:47][N:48]=1. Product: [CH3:1][O:2][C:3]1[CH:4]=[C:5]2[C:10](=[CH:11][C:12]=1[O:13][CH3:14])[N:9]=[CH:8][CH:7]=[C:6]2[O:15][C:16]1[CH:22]=[CH:21][C:19]([NH:20][C:35]([NH:43][C:44]2[S:45][C:46]([S:49][CH2:50][CH3:51])=[N:47][N:48]=2)=[O:41])=[C:18]([F:23])[CH:17]=1. The catalyst class is: 146. (3) Reactant: [CH2:1](Br)[C:2]1[CH:7]=[CH:6][CH:5]=[CH:4][CH:3]=1.C(=O)([O-])[O-].[K+].[K+].[Br:15][C:16]1[CH:17]=[C:18]2[C:23](=[CH:24][CH:25]=1)[C:22](=[O:26])[NH:21][C:20](=[O:27])/[C:19]/2=[CH:28]\[NH:29][CH2:30][C:31]1[CH:36]=[CH:35][C:34]([OH:37])=[C:33]([OH:38])[CH:32]=1. Product: [CH2:1]([O:37][C:34]1[CH:35]=[CH:36][C:31]([CH2:30][NH:29]/[CH:28]=[C:19]2\[C:20](=[O:27])[NH:21][C:22](=[O:26])[C:23]3[C:18]\2=[CH:17][C:16]([Br:15])=[CH:25][CH:24]=3)=[CH:32][C:33]=1[OH:38])[C:2]1[CH:7]=[CH:6][CH:5]=[CH:4][CH:3]=1. The catalyst class is: 711. (4) Reactant: [C:1]([O:9][CH:10]1[CH2:18][CH:13]2[O:14][C:15](=[O:17])[CH2:16][CH:12]2[CH:11]1[CH2:19][CH2:20][CH:21](O)[CH2:22][O:23][C:24]1[CH:29]=[CH:28][CH:27]=[C:26]([C:30]([F:33])([F:32])[F:31])[CH:25]=1)(=[O:8])[C:2]1[CH:7]=[CH:6][CH:5]=[CH:4][CH:3]=1.CCN(S(F)(F)[F:41])CC.C(=O)(O)[O-].[Na+]. Product: [C:1]([O:9][CH:10]1[CH2:18][CH:13]2[O:14][C:15](=[O:17])[CH2:16][CH:12]2[CH:11]1[CH2:19][CH2:20][CH:21]([F:41])[CH2:22][O:23][C:24]1[CH:29]=[CH:28][CH:27]=[C:26]([C:30]([F:32])([F:31])[F:33])[CH:25]=1)(=[O:8])[C:2]1[CH:3]=[CH:4][CH:5]=[CH:6][CH:7]=1. The catalyst class is: 2.